From a dataset of Full USPTO retrosynthesis dataset with 1.9M reactions from patents (1976-2016). Predict the reactants needed to synthesize the given product. (1) Given the product [Br:9][C:10]1[CH:11]=[CH:12][C:13]2[N:14]([CH:16]=[C:17]([C:19]([NH:5][C:4]3[CH:6]=[CH:7][CH:8]=[C:2]([Cl:1])[CH:3]=3)=[O:20])[N:18]=2)[CH:15]=1, predict the reactants needed to synthesize it. The reactants are: [Cl:1][C:2]1[CH:3]=[C:4]([CH:6]=[CH:7][CH:8]=1)[NH2:5].[Br:9][C:10]1[CH:11]=[CH:12][C:13]2[N:14]([CH:16]=[C:17]([C:19](OCC)=[O:20])[N:18]=2)[CH:15]=1. (2) The reactants are: [F:1][C:2]1[CH:7]=[CH:6][C:5]([N:8]2[C:16]3[CH:15]=[C:14]4[CH2:17][CH2:18][C@H:19]5[C:24]([C@@:13]4([CH3:32])[CH2:12][C:11]=3[CH:10]=[N:9]2)=[CH:23][CH2:22][C@@H:21]([C:25]([F:28])([F:27])[F:26])[C@@H:20]5[C:29]([OH:31])=O)=[CH:4][CH:3]=1.C(Cl)(=O)C(Cl)=O.[C:39](=[N:47]O)([NH2:46])[C:40]1[CH:45]=[CH:44][CH:43]=[CH:42][CH:41]=1.[N+](CCCC)(CCCC)(CCCC)CCCC.[F-]. Given the product [F:1][C:2]1[CH:7]=[CH:6][C:5]([N:8]2[C:16]3[CH:15]=[C:14]4[CH2:17][CH2:18][C@H:19]5[C:24]([C@@:13]4([CH3:32])[CH2:12][C:11]=3[CH:10]=[N:9]2)=[CH:23][CH2:22][C@@H:21]([C:25]([F:27])([F:28])[F:26])[C@@H:20]5[C:29]2[O:31][N:47]=[C:39]([C:40]3[CH:45]=[CH:44][CH:43]=[CH:42][CH:41]=3)[N:46]=2)=[CH:4][CH:3]=1, predict the reactants needed to synthesize it.